This data is from Forward reaction prediction with 1.9M reactions from USPTO patents (1976-2016). The task is: Predict the product of the given reaction. Given the reactants [C:1]([C:5]1[CH:6]=[C:7]([S:11]([N:14]2[CH2:19][CH2:18][N:17]3[CH2:20][C@H:21]([O:23][C:24]4[CH:29]=[N:28][C:27]([C:30]([CH3:32])=[CH2:31])=[CH:26][N:25]=4)[CH2:22][C@H:16]3[CH2:15]2)(=[O:13])=[O:12])[CH:8]=[CH:9][CH:10]=1)([CH3:4])([CH3:3])[CH3:2].[H][H], predict the reaction product. The product is: [C:1]([C:5]1[CH:6]=[C:7]([S:11]([N:14]2[CH2:19][CH2:18][N:17]3[CH2:20][C@H:21]([O:23][C:24]4[CH:29]=[N:28][C:27]([CH:30]([CH3:32])[CH3:31])=[CH:26][N:25]=4)[CH2:22][C@H:16]3[CH2:15]2)(=[O:13])=[O:12])[CH:8]=[CH:9][CH:10]=1)([CH3:4])([CH3:3])[CH3:2].